From a dataset of NCI-60 drug combinations with 297,098 pairs across 59 cell lines. Regression. Given two drug SMILES strings and cell line genomic features, predict the synergy score measuring deviation from expected non-interaction effect. (1) Drug 2: C1CN1P(=S)(N2CC2)N3CC3. Drug 1: C1=CC(=CC=C1CC(C(=O)O)N)N(CCCl)CCCl.Cl. Cell line: KM12. Synergy scores: CSS=11.0, Synergy_ZIP=-2.46, Synergy_Bliss=0.476, Synergy_Loewe=-0.965, Synergy_HSA=2.40. (2) Drug 1: CN(CCCl)CCCl.Cl. Drug 2: C1C(C(OC1N2C=NC(=NC2=O)N)CO)O. Cell line: PC-3. Synergy scores: CSS=14.8, Synergy_ZIP=-5.04, Synergy_Bliss=0.634, Synergy_Loewe=0.748, Synergy_HSA=2.39. (3) Drug 1: CCC1=CC2CC(C3=C(CN(C2)C1)C4=CC=CC=C4N3)(C5=C(C=C6C(=C5)C78CCN9C7C(C=CC9)(C(C(C8N6C)(C(=O)OC)O)OC(=O)C)CC)OC)C(=O)OC.C(C(C(=O)O)O)(C(=O)O)O. Drug 2: CC1CCCC2(C(O2)CC(NC(=O)CC(C(C(=O)C(C1O)C)(C)C)O)C(=CC3=CSC(=N3)C)C)C. Cell line: OVCAR3. Synergy scores: CSS=66.0, Synergy_ZIP=4.94, Synergy_Bliss=6.43, Synergy_Loewe=6.76, Synergy_HSA=6.75. (4) Drug 1: C1=CC(=CC=C1CC(C(=O)O)N)N(CCCl)CCCl.Cl. Drug 2: C(CCl)NC(=O)N(CCCl)N=O. Cell line: NCI-H322M. Synergy scores: CSS=-2.77, Synergy_ZIP=6.21, Synergy_Bliss=10.8, Synergy_Loewe=4.61, Synergy_HSA=4.44. (5) Drug 1: CCCCCOC(=O)NC1=NC(=O)N(C=C1F)C2C(C(C(O2)C)O)O. Drug 2: CC1=C(C(=CC=C1)Cl)NC(=O)C2=CN=C(S2)NC3=CC(=NC(=N3)C)N4CCN(CC4)CCO. Cell line: DU-145. Synergy scores: CSS=-5.84, Synergy_ZIP=2.27, Synergy_Bliss=0.816, Synergy_Loewe=-1.22, Synergy_HSA=-2.77. (6) Drug 1: C1CN1P(=S)(N2CC2)N3CC3. Drug 2: CN1C(=O)N2C=NC(=C2N=N1)C(=O)N. Cell line: UACC62. Synergy scores: CSS=18.2, Synergy_ZIP=-6.31, Synergy_Bliss=1.25, Synergy_Loewe=-11.1, Synergy_HSA=0.255.